From a dataset of Catalyst prediction with 721,799 reactions and 888 catalyst types from USPTO. Predict which catalyst facilitates the given reaction. (1) Reactant: [CH3:1][O:2][C:3](=[O:13])[C:4]1[CH:9]=[CH:8][N:7]=[C:6]([C:10](=[O:12])[CH3:11])[CH:5]=1.[CH3:14][Mg]Br.C(OCC)C. Product: [OH:12][C:10]([C:6]1[CH:5]=[C:4]([CH:9]=[CH:8][N:7]=1)[C:3]([O:2][CH3:1])=[O:13])([CH3:14])[CH3:11]. The catalyst class is: 1. (2) Reactant: [CH3:1][C:2]1[CH:10]=[C:9]([C:11]2[CH2:15][C@:14]([C:20]3[CH:25]=[C:24]([Cl:26])[C:23]([Cl:27])=[C:22]([Cl:28])[CH:21]=3)([C:16]([F:19])([F:18])[F:17])[O:13][N:12]=2)[CH:8]=[CH:7][C:3]=1[C:4]([OH:6])=O.CN(C)C=O.C(Cl)(=O)C(Cl)=O.Cl.[OH-].[Na+].C(N(CC)CC)C.[S:50]1[CH2:53][CH:52]([NH2:54])[CH2:51]1. Product: [CH3:1][C:2]1[CH:10]=[C:9]([C:11]2[CH2:15][C@:14]([C:20]3[CH:25]=[C:24]([Cl:26])[C:23]([Cl:27])=[C:22]([Cl:28])[CH:21]=3)([C:16]([F:18])([F:19])[F:17])[O:13][N:12]=2)[CH:8]=[CH:7][C:3]=1[C:4]([NH:54][CH:52]1[CH2:53][S:50][CH2:51]1)=[O:6]. The catalyst class is: 4. (3) Reactant: [Cl:1][C:2]1[C:7]2[CH2:8][CH2:9][O:10][C:6]=2[C:5]([CH:11]2[C@H:16]([O:17]CC3C=CC=CC=3)[C@@H:15]([O:25]CC3C=CC=CC=3)[C@H:14]([O:33]CC3C=CC=CC=3)[C@@H:13]([CH2:41][O:42]CC3C=CC=CC=3)[O:12]2)=[CH:4][C:3]=1[CH2:50][C:51]1[CH:56]=[CH:55][C:54]([O:57][CH3:58])=[CH:53][CH:52]=1. Product: [Cl:1][C:2]1[C:7]2[CH2:8][CH2:9][O:10][C:6]=2[C:5]([C@H:11]2[C@H:16]([OH:17])[C@@H:15]([OH:25])[C@H:14]([OH:33])[C@@H:13]([CH2:41][OH:42])[O:12]2)=[CH:4][C:3]=1[CH2:50][C:51]1[CH:52]=[CH:53][C:54]([O:57][CH3:58])=[CH:55][CH:56]=1. The catalyst class is: 358.